From a dataset of Forward reaction prediction with 1.9M reactions from USPTO patents (1976-2016). Predict the product of the given reaction. Given the reactants [Na:1].[CH:2]1[C:11]2[C:6](=[CH:7][CH:8]=[CH:9][CH:10]=2)[CH:5]=[CH:4][CH:3]=1.[O:12]1[CH2:16][CH2:15][CH2:14][CH2:13]1, predict the reaction product. The product is: [Na:1].[CH:10]1[C:11]2[C:6](=[CH:5][CH:4]=[CH:3][CH:2]=2)[CH:7]=[CH:8][CH:9]=1.[O:12]1[CH2:16][CH2:15][CH2:14][CH2:13]1.